Dataset: Peptide-MHC class II binding affinity with 134,281 pairs from IEDB. Task: Regression. Given a peptide amino acid sequence and an MHC pseudo amino acid sequence, predict their binding affinity value. This is MHC class II binding data. (1) The peptide sequence is QNLARTISEAGQAMA. The MHC is HLA-DQA10102-DQB10602 with pseudo-sequence HLA-DQA10102-DQB10602. The binding affinity (normalized) is 0.369. (2) The binding affinity (normalized) is 0.962. The peptide sequence is EKKYFAATQFEPLCA. The MHC is HLA-DPA10301-DPB10402 with pseudo-sequence HLA-DPA10301-DPB10402. (3) The peptide sequence is INLIIHYVHRAGALG. The MHC is DRB1_1501 with pseudo-sequence DRB1_1501. The binding affinity (normalized) is 0.607. (4) The peptide sequence is KFIPALEAAVKQAYAATVAT. The MHC is DRB4_0101 with pseudo-sequence DRB4_0103. The binding affinity (normalized) is 0.645. (5) The peptide sequence is WVFSSVQPPKVPILL. The MHC is DRB1_1501 with pseudo-sequence DRB1_1501. The binding affinity (normalized) is 0.456.